From a dataset of Full USPTO retrosynthesis dataset with 1.9M reactions from patents (1976-2016). Predict the reactants needed to synthesize the given product. (1) Given the product [Cl:23][C:24]1[CH:32]=[CH:31][C:27]([C:28]([NH:1][C:2]2[CH:3]=[CH:4][C:5]([O:18][C:19]([F:21])([F:22])[F:20])=[C:6]([NH:8][C:9](=[O:17])[CH2:10][N:11]3[CH2:12][CH2:13][O:14][CH2:15][CH2:16]3)[CH:7]=2)=[O:29])=[CH:26][N:25]=1, predict the reactants needed to synthesize it. The reactants are: [NH2:1][C:2]1[CH:3]=[CH:4][C:5]([O:18][C:19]([F:22])([F:21])[F:20])=[C:6]([NH:8][C:9](=[O:17])[CH2:10][N:11]2[CH2:16][CH2:15][O:14][CH2:13][CH2:12]2)[CH:7]=1.[Cl:23][C:24]1[CH:32]=[CH:31][C:27]([C:28](O)=[O:29])=[CH:26][N:25]=1.F[P-](F)(F)(F)(F)F.N1(O[P+](N2CCCC2)(N2CCCC2)N2CCCC2)C2C=CC=CC=2N=N1.C(N(C(C)C)CC)(C)C. (2) Given the product [Cl:16][C:17]1[CH:18]=[C:19]([C:25]2([C:30]([F:33])([F:32])[F:31])[CH2:29][CH2:28][N:27]([C:2]3[S:3][C:4]([C:11]([O:13][CH2:14][CH3:15])=[O:12])=[C:5]([C:7]([F:10])([F:9])[F:8])[N:6]=3)[CH2:26]2)[CH:20]=[C:21]([Cl:24])[C:22]=1[Cl:23], predict the reactants needed to synthesize it. The reactants are: Cl[C:2]1[S:3][C:4]([C:11]([O:13][CH2:14][CH3:15])=[O:12])=[C:5]([C:7]([F:10])([F:9])[F:8])[N:6]=1.[Cl:16][C:17]1[CH:18]=[C:19]([C:25]2([C:30]([F:33])([F:32])[F:31])[CH2:29][CH2:28][NH:27][CH2:26]2)[CH:20]=[C:21]([Cl:24])[C:22]=1[Cl:23].C(=O)([O-])[O-].[K+].[K+]. (3) Given the product [NH2:16][C:17]1[S:18][CH:19]=[C:20]([C:22](=[N:52][O:53][CH3:54])[C:23]([NH:25][CH:26]2[C:50](=[O:51])[N:28]3[C:29]([C:47]([OH:49])=[O:48])=[C:30]([CH:33]=[CH:34][C:35]4[CH:40]=[CH:39][C:38]([N+:41]([O-:43])=[O:42])=[CH:37][CH:36]=4)[CH2:31][S:32][C@H:27]23)=[O:24])[N:21]=1, predict the reactants needed to synthesize it. The reactants are: C1(OC)C=CC=CC=1.FC(F)(F)C(O)=O.[NH2:16][C:17]1[S:18][CH:19]=[C:20]([C:22](=[N:52][O:53][C:54](C(O)=O)(C)C)[C:23]([NH:25][CH:26]2[C:50](=[O:51])[N:28]3[C:29]([C:47]([OH:49])=[O:48])=[C:30]([CH:33]=[CH:34][C:35]4[CH:40]=[CH:39][C:38]([N+:41]([O-:43])=[O:42])=[CH:37][C:36]=4[N+]([O-])=O)[CH2:31][S:32][C@H:27]23)=[O:24])[N:21]=1. (4) Given the product [CH2:1]([O:3][CH:4]([CH2:10][C:11]1[CH:16]=[CH:15][C:14]([O:17][CH2:18][CH2:19][CH:20]2[C:33]3[CH:32]=[CH:31][CH:30]=[CH:29][C:28]=3[O:27][C:26]3[C:21]2=[CH:22][CH:23]=[CH:24][CH:25]=3)=[CH:13][CH:12]=1)[C:5]([OH:7])=[O:6])[CH3:2], predict the reactants needed to synthesize it. The reactants are: [CH2:1]([O:3][CH:4]([CH2:10][C:11]1[CH:16]=[CH:15][C:14]([O:17][CH2:18][CH2:19][CH:20]2[C:33]3[CH:32]=[CH:31][CH:30]=[CH:29][C:28]=3[O:27][C:26]3[C:21]2=[CH:22][CH:23]=[CH:24][CH:25]=3)=[CH:13][CH:12]=1)[C:5]([O:7]CC)=[O:6])[CH3:2].[OH-].[Na+].